This data is from Full USPTO retrosynthesis dataset with 1.9M reactions from patents (1976-2016). The task is: Predict the reactants needed to synthesize the given product. (1) The reactants are: [Cl:1][C:2]1[CH:3]=[C:4]([C:13]2[O:14][C:15]3[CH2:25][CH2:24][C:19]4(OCC[O:20]4)[CH2:18][C:16]=3[N:17]=2)[CH:5]=[CH:6][C:7]=1[O:8][CH2:9][CH:10]1[CH2:12][CH2:11]1.C1COCC1.Cl.C(=O)([O-])O.[Na+]. Given the product [Cl:1][C:2]1[CH:3]=[C:4]([C:13]2[O:14][C:15]3[CH2:25][CH2:24][CH:19]([OH:20])[CH2:18][C:16]=3[N:17]=2)[CH:5]=[CH:6][C:7]=1[O:8][CH2:9][CH:10]1[CH2:11][CH2:12]1, predict the reactants needed to synthesize it. (2) Given the product [CH2:21]([C:18]1[CH:19]=[CH:20][C:15]([CH:12]2[CH2:13][CH2:14][CH:9]([CH:6]3[CH2:5][CH2:4][CH:3]([C:1]#[C:2][CH3:25])[CH2:8][CH2:7]3)[CH2:10][CH2:11]2)=[CH:16][CH:17]=1)[CH2:22][CH3:23], predict the reactants needed to synthesize it. The reactants are: [C:1]([CH:3]1[CH2:8][CH2:7][CH:6]([CH:9]2[CH2:14][CH2:13][CH:12]([C:15]3[CH:20]=[CH:19][C:18]([CH2:21][CH2:22][CH3:23])=[CH:17][CH:16]=3)[CH2:11][CH2:10]2)[CH2:5][CH2:4]1)#[CH:2].[Li][CH2:25]CCC.CI.Cl. (3) Given the product [Cl:18][C:3](=[O:4])[CH2:2][C:1]([O:7][CH2:8][C:9]1[CH:14]=[CH:13][CH:12]=[CH:11][CH:10]=1)=[O:6], predict the reactants needed to synthesize it. The reactants are: [C:1]([O:7][CH2:8][C:9]1[CH:14]=[CH:13][CH:12]=[CH:11][CH:10]=1)(=[O:6])[CH2:2][C:3]([O-])=[O:4].C(Cl)(=O)C([Cl:18])=O. (4) Given the product [CH2:1]([N:3]1[C:19]([C:21]2[CH:26]=[CH:25][CH:24]=[CH:23][CH:22]=2)=[CH:18][S:16]/[C:4]/1=[N:5]\[C:6]1[CH:15]=[CH:14][C:9]([C:10]([O:12][CH3:13])=[O:11])=[CH:8][CH:7]=1)[CH3:2], predict the reactants needed to synthesize it. The reactants are: [CH2:1]([NH:3][C:4](=[S:16])[NH:5][C:6]1[CH:15]=[CH:14][C:9]([C:10]([O:12][CH3:13])=[O:11])=[CH:8][CH:7]=1)[CH3:2].Br[CH2:18][C:19]([C:21]1[CH:26]=[CH:25][CH:24]=[CH:23][CH:22]=1)=O. (5) The reactants are: [NH2:1][S:2]([OH:5])(=[O:4])=[O:3].[CH3:6][CH2:7][N:8](C(C)C)[CH:9](C)[CH3:10]. Given the product [N:1]1([S:2]([OH:5])(=[O:4])=[O:3])[CH2:10][CH2:9][NH:8][CH2:7][CH2:6]1, predict the reactants needed to synthesize it. (6) Given the product [F:1][C:2]1[CH:3]=[CH:4][C:5]([C:8]2[NH:9][C:10]3[C:15]([C:16]=2[C:17]([NH:18][CH3:19])=[O:20])=[CH:14][C:13]([C:21]2[CH:29]=[CH:28][CH:27]=[C:23]([C:24](=[O:26])[NH:48][C:39]([C:42]4[CH:47]=[CH:46][CH:45]=[CH:44][CH:43]=4)([CH3:41])[CH3:40])[CH:22]=2)=[CH:12][CH:11]=3)=[CH:6][CH:7]=1, predict the reactants needed to synthesize it. The reactants are: [F:1][C:2]1[CH:7]=[CH:6][C:5]([C:8]2[NH:9][C:10]3[C:15]([C:16]=2[C:17](=[O:20])[NH:18][CH3:19])=[CH:14][C:13]([C:21]2[CH:22]=[C:23]([CH:27]=[CH:28][CH:29]=2)[C:24]([OH:26])=O)=[CH:12][CH:11]=3)=[CH:4][CH:3]=1.CCN(C(C)C)C(C)C.[C:39]([NH2:48])([C:42]1[CH:47]=[CH:46][CH:45]=[CH:44][CH:43]=1)([CH3:41])[CH3:40].CN(C(ON1N=NC2C=CC=NC1=2)=[N+](C)C)C.F[P-](F)(F)(F)(F)F. (7) Given the product [C:1]([N:20]1[C:24]2[N:25]=[CH:26][CH:27]=[C:28]([C:29]([NH2:34])=[O:30])[C:23]=2[CH:22]=[N:21]1)([C:8]1[CH:9]=[CH:10][CH:11]=[CH:12][CH:13]=1)([C:14]1[CH:15]=[CH:16][CH:17]=[CH:18][CH:19]=1)[C:2]1[CH:3]=[CH:4][CH:5]=[CH:6][CH:7]=1, predict the reactants needed to synthesize it. The reactants are: [C:1]([N:20]1[C:24]2[N:25]=[CH:26][CH:27]=[C:28]([C:29](O)=[O:30])[C:23]=2[CH:22]=[N:21]1)([C:14]1[CH:19]=[CH:18][CH:17]=[CH:16][CH:15]=1)([C:8]1[CH:13]=[CH:12][CH:11]=[CH:10][CH:9]=1)[C:2]1[CH:7]=[CH:6][CH:5]=[CH:4][CH:3]=1.C([N:34](CC)CC)C.[Cl-].[NH4+].CN(C(ON1N=NC2C=CC=CC1=2)=[N+](C)C)C.[B-](F)(F)(F)F. (8) Given the product [C:30]([NH:29][C:28]1[CH:33]=[CH:34][C:25]([NH:24][C:1]([C:4]23[CH2:11][CH2:10][C:7]([NH:12][CH2:13][C:14]([N:16]4[CH2:20][C@@H:19]([F:21])[CH2:18][C@H:17]4[C:22]#[N:23])=[O:15])([CH2:8][CH2:9]2)[CH2:6][CH2:5]3)=[O:2])=[CH:26][CH:27]=1)(=[O:32])[CH3:31], predict the reactants needed to synthesize it. The reactants are: [C:1]([C:4]12[CH2:11][CH2:10][C:7]([NH:12][CH2:13][C:14]([N:16]3[CH2:20][C@@H:19]([F:21])[CH2:18][C@H:17]3[C:22]#[N:23])=[O:15])([CH2:8][CH2:9]1)[CH2:6][CH2:5]2)(O)=[O:2].[NH2:24][C:25]1[CH:34]=[CH:33][C:28]([NH:29][C:30](=[O:32])[CH3:31])=[CH:27][CH:26]=1. (9) Given the product [F:1][C:2]1[CH:3]=[CH:4][C:5]([C@H:8]([CH2:12][C:13]([N:15]2[CH2:20][CH2:19][O:18][CH2:17][CH2:16]2)=[O:14])[C:9]([NH:21][C@H:22]([CH2:23][OH:24])[CH:25]([CH3:27])[CH3:26])=[O:11])=[CH:6][CH:7]=1, predict the reactants needed to synthesize it. The reactants are: [F:1][C:2]1[CH:7]=[CH:6][C:5]([C@H:8]([CH2:12][C:13]([N:15]2[CH2:20][CH2:19][O:18][CH2:17][CH2:16]2)=[O:14])[C:9]([OH:11])=O)=[CH:4][CH:3]=1.[NH2:21][C@@H:22]([CH:25]([CH3:27])[CH3:26])[CH2:23][OH:24].CN(C(ON1N=NC2C=CC=NC1=2)=[N+](C)C)C.F[P-](F)(F)(F)(F)F.C(N(C(C)C)CC)(C)C. (10) Given the product [CH3:37][NH:36][C:34]([C:31]1[CH:30]=[CH:29][C:28]([O:27][CH2:26][CH2:25][CH2:24][NH:23][C:2]2[C:3]3[C:10]([C:11]4[S:12][CH:13]=[CH:14][N:15]=4)=[CH:9][S:8][C:4]=3[N:5]=[CH:6][N:7]=2)=[CH:33][N:32]=1)=[O:35], predict the reactants needed to synthesize it. The reactants are: Cl[C:2]1[C:3]2[C:10]([C:11]3[S:12][CH:13]=[CH:14][N:15]=3)=[CH:9][S:8][C:4]=2[N:5]=[CH:6][N:7]=1.FC(F)(F)C(O)=O.[NH2:23][CH2:24][CH2:25][CH2:26][O:27][C:28]1[CH:29]=[CH:30][C:31]([C:34]([NH:36][CH3:37])=[O:35])=[N:32][CH:33]=1.C(=O)([O-])[O-].[K+].[K+].